Dataset: Forward reaction prediction with 1.9M reactions from USPTO patents (1976-2016). Task: Predict the product of the given reaction. Given the reactants [Cl:1][C:2]1[CH:7]=[CH:6][CH:5]=[CH:4][C:3]=1[C:8]([C:10]1[C:15]([Cl:16])=[N:14][C:13](Cl)=[CH:12][N:11]=1)=[O:9].[F:18][C:19]1[CH:24]=[C:23]([F:25])[CH:22]=[CH:21][C:20]=1[OH:26].C(=O)([O-])[O-].[K+].[K+], predict the reaction product. The product is: [Cl:16][C:15]1[C:10]([C:8]([C:3]2[CH:4]=[CH:5][CH:6]=[CH:7][C:2]=2[Cl:1])=[O:9])=[N:11][CH:12]=[C:13]([O:26][C:20]2[CH:21]=[CH:22][C:23]([F:25])=[CH:24][C:19]=2[F:18])[N:14]=1.